Regression. Given two drug SMILES strings and cell line genomic features, predict the synergy score measuring deviation from expected non-interaction effect. From a dataset of NCI-60 drug combinations with 297,098 pairs across 59 cell lines. (1) Drug 1: CC1=CC2C(CCC3(C2CCC3(C(=O)C)OC(=O)C)C)C4(C1=CC(=O)CC4)C. Drug 2: C1CN(CCN1C(=O)CCBr)C(=O)CCBr. Cell line: HCT116. Synergy scores: CSS=39.2, Synergy_ZIP=-8.03, Synergy_Bliss=-1.55, Synergy_Loewe=-2.18, Synergy_HSA=0.745. (2) Synergy scores: CSS=24.7, Synergy_ZIP=-5.92, Synergy_Bliss=-1.85, Synergy_Loewe=-3.27, Synergy_HSA=1.65. Cell line: MDA-MB-231. Drug 1: C1=C(C(=O)NC(=O)N1)F. Drug 2: CC1=C(C(=CC=C1)Cl)NC(=O)C2=CN=C(S2)NC3=CC(=NC(=N3)C)N4CCN(CC4)CCO. (3) Cell line: SR. Drug 2: CC(C)NC(=O)C1=CC=C(C=C1)CNNC.Cl. Drug 1: CC1=C2C(C(=O)C3(C(CC4C(C3C(C(C2(C)C)(CC1OC(=O)C(C(C5=CC=CC=C5)NC(=O)OC(C)(C)C)O)O)OC(=O)C6=CC=CC=C6)(CO4)OC(=O)C)O)C)O. Synergy scores: CSS=10.4, Synergy_ZIP=7.96, Synergy_Bliss=7.68, Synergy_Loewe=10.5, Synergy_HSA=4.98.